From a dataset of CYP1A2 inhibition data for predicting drug metabolism from PubChem BioAssay. Regression/Classification. Given a drug SMILES string, predict its absorption, distribution, metabolism, or excretion properties. Task type varies by dataset: regression for continuous measurements (e.g., permeability, clearance, half-life) or binary classification for categorical outcomes (e.g., BBB penetration, CYP inhibition). Dataset: cyp1a2_veith. (1) The drug is CC(C)OCCCN1C(=O)c2ccccc2C1C(=O)NC1CCCCC1. The result is 0 (non-inhibitor). (2) The drug is CCN(CC)C(=O)CSc1nnc(-c2ccncc2)n1N. The result is 0 (non-inhibitor).